Task: Regression. Given a peptide amino acid sequence and an MHC pseudo amino acid sequence, predict their binding affinity value. This is MHC class I binding data.. Dataset: Peptide-MHC class I binding affinity with 185,985 pairs from IEDB/IMGT (1) The binding affinity (normalized) is 0.973. The MHC is HLA-A31:01 with pseudo-sequence HLA-A31:01. The peptide sequence is LSKWHTSAR. (2) The peptide sequence is RRAARAEYL. The MHC is HLA-B40:01 with pseudo-sequence HLA-B40:01. The binding affinity (normalized) is 0.346.